From a dataset of Reaction yield outcomes from USPTO patents with 853,638 reactions. Predict the reaction yield, written as a fraction of the theoretical maximum amount of product (1.0 means a 100% yield; for example, 0.34 means a 34% yield). The reactants are [I:1][C:2]1[CH:7]=[CH:6][N:5]=[C:4]([O:8][CH3:9])[C:3]=1[C:10]1[NH:11][C:12]2[C:17]([CH:18]=1)=[CH:16][CH:15]=[C:14]([NH:19][CH3:20])[CH:13]=2.[F:21][CH:22]([F:26])[C:23](O)=[O:24].CN(C(ON1N=NC2C=CC=NC1=2)=[N+](C)C)C.F[P-](F)(F)(F)(F)F.O. The catalyst is C(Cl)Cl. The product is [F:21][CH:22]([F:26])[C:23]([N:19]([C:14]1[CH:13]=[C:12]2[C:17]([CH:18]=[C:10]([C:3]3[C:4]([O:8][CH3:9])=[N:5][CH:6]=[CH:7][C:2]=3[I:1])[NH:11]2)=[CH:16][CH:15]=1)[CH3:20])=[O:24]. The yield is 0.330.